This data is from Reaction yield outcomes from USPTO patents with 853,638 reactions. The task is: Predict the reaction yield, written as a fraction of the theoretical maximum amount of product (1.0 means a 100% yield; for example, 0.34 means a 34% yield). (1) The reactants are [CH3:1][C:2]1[C:16](=[O:17])[N:15]=[C:14]2[N:4]([C@@H:5]3[O:9][C@H:8]([CH2:10][OH:11])[C@@H:7]([OH:12])[C@@H:6]3[O:13]2)[CH:3]=1.[CH3:18][O:19][CH2:20][CH2:21][O:22]B([O:22][CH2:21][CH2:20][O:19][CH3:18])[O:22][CH2:21][CH2:20][O:19][CH3:18]. The catalyst is COCCO. The product is [CH3:18][O:19][CH2:20][CH2:21][O:22][C@@H:6]1[C@H:7]([OH:12])[C@@H:8]([CH2:10][OH:11])[O:9][C@H:5]1[N:4]1[CH:3]=[C:2]([CH3:1])[C:16](=[O:17])[NH:15][C:14]1=[O:13]. The yield is 0.630. (2) The yield is 0.260. The catalyst is CN(C=O)C. The product is [Cl:9][C:5]1[N:6]=[C:7]([N:19]([CH3:20])[C:14]2[CH:15]=[CH:16][CH:17]=[CH:18][C:13]=2[C:12]([NH:11][CH3:10])=[O:21])[C:2]([F:1])=[CH:3][N:4]=1. The reactants are [F:1][C:2]1[CH:3]=[N:4][C:5]([Cl:9])=[N:6][C:7]=1Cl.[CH3:10][NH:11][C:12](=[O:21])[C:13]1[CH:18]=[CH:17][CH:16]=[CH:15][C:14]=1[NH:19][CH3:20].C(=O)([O-])[O-].[K+].[K+].